From a dataset of Forward reaction prediction with 1.9M reactions from USPTO patents (1976-2016). Predict the product of the given reaction. Given the reactants F[C:2]1[N:7]=[CH:6][C:5]([CH:8]2[CH2:13][CH2:12][CH2:11][N:10](COCC[Si](C)(C)C)[C:9]2=O)=[CH:4][CH:3]=1.[OH-:23].[NH4+:24], predict the reaction product. The product is: [NH2:24][C:2]1[N:7]=[CH:6][C:5]([CH:8]2[CH2:9][NH:10][C:11](=[O:23])[CH2:12][CH2:13]2)=[CH:4][CH:3]=1.